Dataset: Catalyst prediction with 721,799 reactions and 888 catalyst types from USPTO. Task: Predict which catalyst facilitates the given reaction. Reactant: [NH2:1][C:2]1[CH:7]=[CH:6][CH:5]=[CH:4][CH:3]=1.[Cl:8][C:9]1[N:10]=[N:11][C:12]([Cl:16])=[C:13](Cl)[N:14]=1.C(N(CC)CC)C. Product: [Cl:8][C:9]1[N:10]=[N:11][C:12]([Cl:16])=[C:13]([NH:1][C:2]2[CH:7]=[CH:6][CH:5]=[CH:4][CH:3]=2)[N:14]=1. The catalyst class is: 2.